This data is from Forward reaction prediction with 1.9M reactions from USPTO patents (1976-2016). The task is: Predict the product of the given reaction. (1) Given the reactants [Br:1][C:2]1[CH:3]=[C:4]([NH:10]C(=O)C)[CH:5]=[CH:6][C:7]=1[O:8][CH3:9].Cl, predict the reaction product. The product is: [Br:1][C:2]1[CH:3]=[C:4]([CH:5]=[CH:6][C:7]=1[O:8][CH3:9])[NH2:10]. (2) Given the reactants [NH2:1][C:2]1[CH:3]=[CH:4][C:5]([N:8]2[CH2:13][CH2:12][N:11]([CH2:14][C:15]3[CH:20]=[CH:19][CH:18]=[CH:17][CH:16]=3)[C:10](=[O:21])[CH2:9]2)=[N:6][CH:7]=1.[C:22]1([C:28]2[O:29][C:30]([C:37](O)=[O:38])=[C:31]([C:33]([F:36])([F:35])[F:34])[N:32]=2)[CH:27]=[CH:26][CH:25]=[CH:24][CH:23]=1.C(N(C(C)C)CC)(C)C.CCN=C=NCCCN(C)C.C1C=CC2N(O)N=NC=2C=1, predict the reaction product. The product is: [CH2:14]([N:11]1[CH2:12][CH2:13][N:8]([C:5]2[N:6]=[CH:7][C:2]([NH:1][C:37]([C:30]3[O:29][C:28]([C:22]4[CH:27]=[CH:26][CH:25]=[CH:24][CH:23]=4)=[N:32][C:31]=3[C:33]([F:36])([F:34])[F:35])=[O:38])=[CH:3][CH:4]=2)[CH2:9][C:10]1=[O:21])[C:15]1[CH:20]=[CH:19][CH:18]=[CH:17][CH:16]=1. (3) Given the reactants C(OC1C=CC=CC=1[N+]([O-])=O)([O:3][CH2:4][C:5]1[CH:10]=[CH:9][CH:8]=[CH:7][CH:6]=1)=O.C1CN([P+](ON2N=N[C:40]3[CH:41]=[CH:42][CH:43]=[CH:44][C:39]2=3)(N2CCCC2)N2CCCC2)CC1.F[P-](F)(F)(F)(F)F.[C:54]([O:58][C:59]([NH:61][CH:62]1[CH2:65][C:64]([OH:69])([C:66]([OH:68])=[O:67])C1)=[O:60])(C)(C)C.CCN(C(C)C)C(C)C, predict the reaction product. The product is: [C:4]([O:69][C@@H:64]([CH2:65][CH2:62][NH:61][C:59]([O:58][CH2:54][C:39]1[CH:40]=[CH:41][CH:42]=[CH:43][CH:44]=1)=[O:60])[C:66]([OH:68])=[O:67])(=[O:3])[C:5]1[CH:10]=[CH:9][CH:8]=[CH:7][CH:6]=1. (4) Given the reactants [N:1]1([C:6]2[CH:7]=[C:8]([C:17]3[O:21][N:20]=[C:19]([C:22]4[CH:30]=[CH:29][C:28]5[NH:27][C:26]6[CH:31]([CH2:34][C:35]([O:37]CC)=[O:36])[CH2:32][CH2:33][C:25]=6[C:24]=5[CH:23]=4)[N:18]=3)[CH:9]=[C:10]([O:12][C:13]([F:16])([F:15])[F:14])[CH:11]=2)[CH2:5][CH2:4][CH2:3][CH2:2]1.[OH-].[Na+], predict the reaction product. The product is: [N:1]1([C:6]2[CH:7]=[C:8]([C:17]3[O:21][N:20]=[C:19]([C:22]4[CH:30]=[CH:29][C:28]5[NH:27][C:26]6[CH:31]([CH2:34][C:35]([OH:37])=[O:36])[CH2:32][CH2:33][C:25]=6[C:24]=5[CH:23]=4)[N:18]=3)[CH:9]=[C:10]([O:12][C:13]([F:15])([F:14])[F:16])[CH:11]=2)[CH2:2][CH2:3][CH2:4][CH2:5]1.